This data is from Full USPTO retrosynthesis dataset with 1.9M reactions from patents (1976-2016). The task is: Predict the reactants needed to synthesize the given product. Given the product [Cl:28][C:7]1[CH:6]=[C:5]([O:4][CH2:3][CH2:2][NH:30][CH3:29])[CH:10]=[CH:9][C:8]=1[C:11]1[N:15]=[C:14]([C:16]2[CH:17]=[CH:18][C:19]([O:24][CH:25]([CH3:27])[CH3:26])=[C:20]([CH:23]=2)[C:21]#[N:22])[O:13][N:12]=1, predict the reactants needed to synthesize it. The reactants are: Br[CH2:2][CH2:3][O:4][C:5]1[CH:10]=[CH:9][C:8]([C:11]2[N:15]=[C:14]([C:16]3[CH:17]=[CH:18][C:19]([O:24][CH:25]([CH3:27])[CH3:26])=[C:20]([CH:23]=3)[C:21]#[N:22])[O:13][N:12]=2)=[C:7]([Cl:28])[CH:6]=1.[CH3:29][NH2:30].